Dataset: Catalyst prediction with 721,799 reactions and 888 catalyst types from USPTO. Task: Predict which catalyst facilitates the given reaction. (1) The catalyst class is: 765. Reactant: [C:1]([O:4][CH2:5][C:6]([NH:8][C:9]1[CH:14]=[C:13]([C:15]([F:18])([F:17])[F:16])[CH:12]=[C:11]([C:19]#[N:20])[CH:10]=1)=O)(=[O:3])[CH3:2].C[Si]([N:25]=[N+:26]=[N-:27])(C)C.C1(P(C2C=CC=CC=2)C2C=CC=CC=2)C=CC=CC=1. Product: [C:1]([O:4][CH2:5][C:6]1[N:8]([C:9]2[CH:14]=[C:13]([C:15]([F:18])([F:17])[F:16])[CH:12]=[C:11]([C:19]#[N:20])[CH:10]=2)[N:27]=[N:26][N:25]=1)(=[O:3])[CH3:2]. (2) Reactant: [CH:1]1([C:7]2[C:15]3[C:10](=[CH:11][C:12]([C:16]([NH2:18])=O)=[CH:13][CH:14]=3)[N:9]([CH2:19][C:20]([N:22]3[CH2:27][CH2:26][O:25][CH2:24][CH2:23]3)=[O:21])[C:8]=2[C:28]2[CH:29]=[C:30]3[C:35](=[CH:36][CH:37]=2)[N:34]=[C:33]([C:38]2[S:42][C:41]([CH3:43])=[N:40][C:39]=2[CH3:44])[CH:32]=[CH:31]3)[CH2:6][CH2:5][CH2:4][CH2:3][CH2:2]1.CN(C=O)C. Product: [CH:1]1([C:7]2[C:15]3[C:10](=[CH:11][C:12]([C:16]#[N:18])=[CH:13][CH:14]=3)[N:9]([CH2:19][C:20]([N:22]3[CH2:23][CH2:24][O:25][CH2:26][CH2:27]3)=[O:21])[C:8]=2[C:28]2[CH:29]=[C:30]3[C:35](=[CH:36][CH:37]=2)[N:34]=[C:33]([C:38]2[S:42][C:41]([CH3:43])=[N:40][C:39]=2[CH3:44])[CH:32]=[CH:31]3)[CH2:6][CH2:5][CH2:4][CH2:3][CH2:2]1. The catalyst class is: 6. (3) Reactant: [C:1]1([OH:7])[CH:6]=[CH:5][CH:4]=[CH:3][CH:2]=1.[H-].[Na+].Cl[C:11]1[C:16]([N+:17]([O-:19])=[O:18])=[C:15]([NH:20][CH2:21][CH2:22][NH:23][C:24](=[O:30])[O:25][C:26]([CH3:29])([CH3:28])[CH3:27])[C:14]([CH3:31])=[C:13]([CH3:32])[N:12]=1.O. Product: [CH3:32][C:13]1[C:14]([CH3:31])=[C:15]([NH:20][CH2:21][CH2:22][NH:23][C:24](=[O:30])[O:25][C:26]([CH3:29])([CH3:28])[CH3:27])[C:16]([N+:17]([O-:19])=[O:18])=[C:11]([O:7][C:1]2[CH:6]=[CH:5][CH:4]=[CH:3][CH:2]=2)[N:12]=1. The catalyst class is: 270. (4) Reactant: C[O-].[Na+].S(O)(O)(=O)=O.[NH2:9][NH:10][C:11]([NH2:13])=[NH:12].[NH2:9][NH:10][C:11]([NH2:13])=[NH:12].[F:19][C:20]1[CH:42]=[CH:41][CH:40]=[C:39]([F:43])[C:21]=1[CH2:22][O:23][C:24]1[C:25]2[N:26]([C:30]([C:34](OCC)=O)=[C:31]([CH3:33])[N:32]=2)[CH:27]=[CH:28][CH:29]=1. Product: [F:19][C:20]1[CH:42]=[CH:41][CH:40]=[C:39]([F:43])[C:21]=1[CH2:22][O:23][C:24]1[C:25]2[N:26]([C:30]([C:34]3[NH:9][N:10]=[C:11]([NH2:13])[N:12]=3)=[C:31]([CH3:33])[N:32]=2)[CH:27]=[CH:28][CH:29]=1. The catalyst class is: 5.